Dataset: Tox21: 12 toxicity assays (nuclear receptors and stress response pathways). Task: Binary classification across 12 toxicity assays. (1) The compound is CC1(C)C2=CCCC(C)(C)[C@]23CC[C@H]1C3. It tested positive (active) for: NR-Aromatase (Aromatase enzyme inhibition). (2) The compound is O=Nc1ccc(Nc2ccccc2)cc1. It tested positive (active) for: NR-ER (Estrogen Receptor agonist activity), NR-ER-LBD (Estrogen Receptor Ligand Binding Domain agonist), NR-PPAR-gamma (PPAR-gamma nuclear receptor agonist), SR-ARE (Antioxidant Response Element (oxidative stress)), SR-ATAD5 (ATAD5 genotoxicity (DNA damage)), SR-HSE (Heat Shock Element response), SR-MMP (Mitochondrial Membrane Potential disruption), and SR-p53 (p53 tumor suppressor activation). (3) The compound is O=CC=O. It tested positive (active) for: NR-ER (Estrogen Receptor agonist activity). (4) The molecule is CC(C)(OO)c1ccccc1. It tested positive (active) for: SR-HSE (Heat Shock Element response). (5) It tested positive (active) for: NR-ER (Estrogen Receptor agonist activity). The compound is CC(C)(O)CCCC1=CCC(C=O)CC1. (6) The drug is C=CC(=O)OCCOCCOC(=O)C=C. It tested positive (active) for: NR-AR-LBD (Androgen Receptor Ligand Binding Domain agonist), NR-ER (Estrogen Receptor agonist activity), NR-PPAR-gamma (PPAR-gamma nuclear receptor agonist), SR-ARE (Antioxidant Response Element (oxidative stress)), and SR-ATAD5 (ATAD5 genotoxicity (DNA damage)).